This data is from Reaction yield outcomes from USPTO patents with 853,638 reactions. The task is: Predict the reaction yield, written as a fraction of the theoretical maximum amount of product (1.0 means a 100% yield; for example, 0.34 means a 34% yield). (1) The reactants are [CH:1]12[CH2:10][CH:5]3[CH2:6][CH:7]([CH2:9][CH:3]([CH2:4]3)[CH:2]1[NH:11][C:12]([C@H:14]1[CH2:19][NH:18][CH2:17][CH2:16][N:15]1[CH2:20][CH:21]1[CH2:25][CH2:24][CH2:23][CH2:22]1)=[O:13])[CH2:8]2.C=O.[CH:28](O)=O. The catalyst is C(Cl)(Cl)Cl.CCOC(C)=O. The product is [CH:1]12[CH2:10][CH:5]3[CH2:6][CH:7]([CH2:9][CH:3]([CH2:4]3)[CH:2]1[NH:11][C:12]([C@H:14]1[CH2:19][N:18]([CH3:28])[CH2:17][CH2:16][N:15]1[CH2:20][CH:21]1[CH2:25][CH2:24][CH2:23][CH2:22]1)=[O:13])[CH2:8]2. The yield is 0.376. (2) The yield is 0.910. The product is [OH:34][C:31]1[CH:30]=[CH:29][C:28]([C:8]([C:5]2[CH:4]=[CH:3][C:2]([OH:1])=[CH:7][CH:6]=2)=[C:9]([C:13]2[CH:14]=[C:15]([O:19][CH2:20][CH2:21][CH2:22][C:23]([OH:25])=[O:24])[CH:16]=[CH:17][CH:18]=2)[CH2:10][CH2:11][CH3:12])=[CH:33][CH:32]=1. The reactants are [OH:1][C:2]1[CH:7]=[CH:6][C:5]([C:8]([C:28]2[CH:33]=[CH:32][C:31]([OH:34])=[CH:30][CH:29]=2)=[C:9]([C:13]2[CH:14]=[C:15]([O:19][CH2:20][CH2:21][CH2:22][C:23]([O:25]CC)=[O:24])[CH:16]=[CH:17][CH:18]=2)[CH2:10][CH2:11][CH3:12])=[CH:4][CH:3]=1.[OH-].[Na+]. No catalyst specified. (3) The reactants are [CH3:1][CH:2]([CH3:16])[CH2:3][CH2:4][CH2:5][CH2:6][C:7]1([C:12]([O:14]C)=[O:13])[CH2:11][CH2:10][CH2:9][CH2:8]1.O.[OH-].[Li+]. The catalyst is C1COCC1.O.Cl. The product is [CH3:1][CH:2]([CH3:16])[CH2:3][CH2:4][CH2:5][CH2:6][C:7]1([C:12]([OH:14])=[O:13])[CH2:8][CH2:9][CH2:10][CH2:11]1. The yield is 0.710. (4) The reactants are [C:1](O)([CH3:4])([CH3:3])[CH3:2].Cl[S:7]([N:10]=C=O)(=[O:9])=[O:8].[NH2:13][CH2:14][CH2:15][CH2:16][NH:17][C:18]1[S:19][C:20]([C:23]([C:25]2[CH:30]=[CH:29][CH:28]=[CH:27][C:26]=2[CH3:31])=[O:24])=[CH:21][N:22]=1.C(N(CC)CC)C. The catalyst is CCCCCC.ClCCl. The product is [CH3:31][C:26]1[CH:27]=[CH:28][CH:29]=[CH:30][C:25]=1[C:23]([C:20]1[S:19][C:18]([NH:17][CH2:16][CH2:15][CH2:14][NH:13][S:7]([NH:10][C:1]([CH3:4])([CH3:3])[CH3:2])(=[O:9])=[O:8])=[N:22][CH:21]=1)=[O:24]. The yield is 0.240. (5) The reactants are [C:1]([C:5]1[CH:6]=[C:7]2[C:11](=[CH:12][C:13]=1[N+:14]([O-])=O)[NH:10][CH:9]=[CH:8]2)([CH3:4])([CH3:3])[CH3:2]. The catalyst is CO.[Ni]. The product is [C:1]([C:5]1[CH:6]=[C:7]2[C:11](=[CH:12][C:13]=1[NH2:14])[NH:10][CH:9]=[CH:8]2)([CH3:4])([CH3:2])[CH3:3]. The yield is 0.870. (6) The reactants are Cl.[NH2:2][C@@H:3]([CH2:12][CH3:13])[CH2:4][NH:5][C:6](=[O:11])[C:7]([O:9]C)=O.[Cl:14][C:15]1[C:22]([C:23]([F:26])([F:25])[F:24])=[CH:21][CH:20]=[CH:19][C:16]=1[CH:17]=O.C(O[BH-](OC(=O)C)OC(=O)C)(=O)C.[Na+].C(N(CC)CC)C. The catalyst is C(Cl)Cl.Cl. The product is [Cl:14][C:15]1[C:22]([C:23]([F:24])([F:25])[F:26])=[CH:21][CH:20]=[CH:19][C:16]=1[CH2:17][N:2]1[C@@H:3]([CH2:12][CH3:13])[CH2:4][NH:5][C:6](=[O:11])[C:7]1=[O:9]. The yield is 0.380. (7) The reactants are [Cl:1][C:2]1[CH:3]=[C:4]2[C:9](=[C:10]([Cl:13])[C:11]=1[OH:12])[O:8][CH2:7][CH2:6][CH:5]2[C:14]([O:16][CH2:17][CH3:18])=[O:15].F[C:20]1[CH:32]=[CH:31][C:23]([C:24]([O:26][C:27]([CH3:30])([CH3:29])[CH3:28])=[O:25])=[CH:22][C:21]=1[N+:33]([O-:35])=[O:34].C([O-])([O-])=O.[K+].[K+]. The catalyst is CN1CCCC1=O. The product is [C:27]([O:26][C:24]([C:23]1[CH:31]=[CH:32][C:20]([O:12][C:11]2[C:10]([Cl:13])=[C:9]3[C:4]([CH:5]([C:14]([O:16][CH2:17][CH3:18])=[O:15])[CH2:6][CH2:7][O:8]3)=[CH:3][C:2]=2[Cl:1])=[C:21]([N+:33]([O-:35])=[O:34])[CH:22]=1)=[O:25])([CH3:30])([CH3:28])[CH3:29]. The yield is 1.04.